From a dataset of Full USPTO retrosynthesis dataset with 1.9M reactions from patents (1976-2016). Predict the reactants needed to synthesize the given product. (1) The reactants are: [Cl:1][C:2]1[CH:29]=[CH:28][C:5]([CH2:6][N:7]([CH2:19][C:20]2[CH:25]=[CH:24][C:23]([Cl:26])=[C:22]([Cl:27])[CH:21]=2)[C:8](=[O:18])[CH:9]=[C:10]2[C:14](=[O:15])[O:13]C(C)(C)[O:11]2)=[CH:4][CH:3]=1. Given the product [Cl:1][C:2]1[CH:29]=[CH:28][C:5]([CH2:6][N:7]([CH2:19][C:20]2[CH:25]=[CH:24][C:23]([Cl:26])=[C:22]([Cl:27])[CH:21]=2)[C:8]([CH:9]=[C:10]([OH:11])[C:14]([OH:15])=[O:13])=[O:18])=[CH:4][CH:3]=1, predict the reactants needed to synthesize it. (2) Given the product [CH3:18][O:17][CH:3]([O:2][CH3:1])[CH2:4][N:5]([C:6]1[CH:7]=[CH:8][C:9]([O:12][C:13]([F:14])([F:15])[F:16])=[CH:10][CH:11]=1)[C:29]([NH:28][C:25]1[CH:24]=[CH:23][C:22]([N+:19]([O-:21])=[O:20])=[CH:27][CH:26]=1)=[O:30], predict the reactants needed to synthesize it. The reactants are: [CH3:1][O:2][CH:3]([O:17][CH3:18])[CH2:4][NH:5][C:6]1[CH:11]=[CH:10][C:9]([O:12][C:13]([F:16])([F:15])[F:14])=[CH:8][CH:7]=1.[N+:19]([C:22]1[CH:27]=[CH:26][C:25]([N:28]=[C:29]=[O:30])=[CH:24][CH:23]=1)([O-:21])=[O:20]. (3) Given the product [CH3:20][O:19][C:17]([C:15]1[O:14][C:11]2[CH2:12][NH:13][CH:8]([CH3:6])[CH2:9][C:10]=2[N:16]=1)=[O:18], predict the reactants needed to synthesize it. The reactants are: C(O[C:6]([CH:8]1[NH:13][CH2:12][C:11]2[O:14][C:15]([C:17]([O:19][CH3:20])=[O:18])=[N:16][C:10]=2[CH2:9]1)=O)(C)(C)C.FC(F)(F)C(O)=O.